Dataset: Reaction yield outcomes from USPTO patents with 853,638 reactions. Task: Predict the reaction yield, written as a fraction of the theoretical maximum amount of product (1.0 means a 100% yield; for example, 0.34 means a 34% yield). (1) The reactants are [CH2:1]([CH:3]([C:6]1[C:14]2[NH:13][C:12](=[O:15])[N:11](C(OC(C)(C)C)=O)[C:10]=2[CH:9]=[CH:8][CH:7]=1)[CH2:4][CH3:5])[CH3:2].[H-].[Na+].[CH2:25](Br)[CH:26]=[CH2:27].O. The catalyst is CN(C)C=O. The product is [CH2:27]([N:13]1[C:14]2[C:6]([CH:3]([CH2:1][CH3:2])[CH2:4][CH3:5])=[CH:7][CH:8]=[CH:9][C:10]=2[NH:11][C:12]1=[O:15])[CH:26]=[CH2:25]. The yield is 0.910. (2) The reactants are [NH2:1][C:2]1[C:11]([Cl:12])=[CH:10][C:5]([C:6]([O:8][CH3:9])=[O:7])=[C:4]([O:13][CH3:14])[CH:3]=1.C(N(C(C)C)CC)(C)C.[C:24](Cl)(=[O:27])[CH:25]=[CH2:26].C(=O)(O)[O-].[Na+]. The catalyst is ClCCl. The product is [C:24]([NH:1][C:2]1[C:11]([Cl:12])=[CH:10][C:5]([C:6]([O:8][CH3:9])=[O:7])=[C:4]([O:13][CH3:14])[CH:3]=1)(=[O:27])[CH:25]=[CH2:26]. The yield is 0.670. (3) The reactants are C([C:5]1[C:13]2[N:12]=[C:11]([CH:14]([F:16])[F:15])[N:10]([C:17]3[N:22]=[C:21]([N:23]4[CH2:27][CH2:26][CH2:25][CH:24]4[CH2:28][OH:29])[CH:20]=[C:19]([N:30]4[CH2:35][CH2:34][O:33][CH2:32][CH2:31]4)[N:18]=3)[C:9]=2[C:8](C)=[C:7](C)[C:6]=1O[SiH3])(C)(C)C.[F-].C([N+](CCCC)(CCCC)CCCC)CCC.[OH2:58]. The catalyst is C1COCC1. The product is [F:15][CH:14]([F:16])[C:11]1[N:10]([C:17]2[N:22]=[C:21]([N:23]3[CH2:27][CH2:26][CH2:25][CH:24]3[CH2:28][OH:29])[CH:20]=[C:19]([N:30]3[CH2:31][CH2:32][O:33][CH2:34][CH2:35]3)[N:18]=2)[C:9]2[CH:8]=[CH:7][CH:6]=[C:5]([OH:58])[C:13]=2[N:12]=1. The yield is 0.600.